From a dataset of Forward reaction prediction with 1.9M reactions from USPTO patents (1976-2016). Predict the product of the given reaction. The product is: [CH2:4]([O:3][C:1](=[O:2])[NH:11][C@H:12]([C:16]([NH:54][NH:53][CH2:52][C:51]1[CH:55]=[CH:56][C:48]([Br:47])=[CH:49][CH:50]=1)=[O:18])[CH:13]([CH3:14])[CH3:15])[C:5]1[CH:6]=[CH:7][CH:8]=[CH:9][CH:10]=1. Given the reactants [C:1]([NH:11][C@H:12]([C:16]([OH:18])=O)[CH:13]([CH3:15])[CH3:14])([O:3][CH2:4][C:5]1[CH:10]=[CH:9][CH:8]=[CH:7][CH:6]=1)=[O:2].CCN=C=NCCCN(C)C.C1C=CC2N(O)N=NC=2C=1.CN1CCOCC1.[Br:47][C:48]1[CH:56]=[CH:55][C:51]([CH2:52][NH:53][NH2:54])=[CH:50][CH:49]=1, predict the reaction product.